Dataset: NCI-60 drug combinations with 297,098 pairs across 59 cell lines. Task: Regression. Given two drug SMILES strings and cell line genomic features, predict the synergy score measuring deviation from expected non-interaction effect. (1) Drug 1: COC1=CC(=CC(=C1O)OC)C2C3C(COC3=O)C(C4=CC5=C(C=C24)OCO5)OC6C(C(C7C(O6)COC(O7)C8=CC=CS8)O)O. Drug 2: C1=CC(=CC=C1C#N)C(C2=CC=C(C=C2)C#N)N3C=NC=N3. Cell line: MALME-3M. Synergy scores: CSS=21.2, Synergy_ZIP=-4.52, Synergy_Bliss=-1.44, Synergy_Loewe=-28.5, Synergy_HSA=-2.42. (2) Drug 1: CC1=C(C=C(C=C1)NC(=O)C2=CC=C(C=C2)CN3CCN(CC3)C)NC4=NC=CC(=N4)C5=CN=CC=C5. Drug 2: C#CCC(CC1=CN=C2C(=N1)C(=NC(=N2)N)N)C3=CC=C(C=C3)C(=O)NC(CCC(=O)O)C(=O)O. Cell line: UACC62. Synergy scores: CSS=51.2, Synergy_ZIP=5.82, Synergy_Bliss=-0.123, Synergy_Loewe=-17.0, Synergy_HSA=-1.28.